Dataset: Forward reaction prediction with 1.9M reactions from USPTO patents (1976-2016). Task: Predict the product of the given reaction. (1) Given the reactants [CH2:1]([O:8][C:9]1[C:23]([O:24][CH3:25])=[CH:22][C:12]([C:13]([N:15]2[CH2:19][CH2:18][CH2:17][C@H:16]2[CH:20]=O)=[O:14])=[C:11]([N+:26]([O-])=O)[CH:10]=1)[C:2]1[CH:7]=[CH:6][CH:5]=[CH:4][CH:3]=1.O.[O-]S(S([O-])=O)=O.[Na+].[Na+], predict the reaction product. The product is: [CH2:1]([O:8][C:9]1[C:23]([O:24][CH3:25])=[CH:22][C:12]2[C:13](=[O:14])[N:15]3[CH2:19][CH2:18][CH2:17][C@H:16]3[CH:20]=[N:26][C:11]=2[CH:10]=1)[C:2]1[CH:3]=[CH:4][CH:5]=[CH:6][CH:7]=1. (2) Given the reactants Br.[NH2:2][C:3]1[CH:8]=[C:7]([CH:9](Br)[C:10]([C:12]2[CH:17]=[CH:16][CH:15]=[C:14]([Cl:18])[CH:13]=2)=O)[CH:6]=[CH:5][N:4]=1.[C:20]([O:24][C:25]([N:27]1[CH2:32][CH2:31][CH:30]([C:33](=[S:35])[NH2:34])[CH2:29][CH2:28]1)=[O:26])([CH3:23])([CH3:22])[CH3:21].C(=O)([O-])O.[Na+], predict the reaction product. The product is: [C:20]([O:24][C:25]([N:27]1[CH2:32][CH2:31][CH:30]([C:33]2[S:35][C:9]([C:7]3[CH:6]=[CH:5][N:4]=[C:3]([NH2:2])[CH:8]=3)=[C:10]([C:12]3[CH:17]=[CH:16][CH:15]=[C:14]([Cl:18])[CH:13]=3)[N:34]=2)[CH2:29][CH2:28]1)=[O:26])([CH3:23])([CH3:21])[CH3:22]. (3) Given the reactants C(OC(=O)[NH:7][C:8]1([C:12]2[CH:17]=[CH:16][C:15]([C:18]3[C:27]([C:28]4[CH:33]=[CH:32][CH:31]=[CH:30][CH:29]=4)=[CH:26][C:25]4[C:24]5=[N:34][NH:35][C:36]([S:37][CH3:38])=[C:23]5[CH2:22][CH2:21][C:20]=4[N:19]=3)=[CH:14][CH:13]=2)[CH2:11][CH2:10][CH2:9]1)(C)(C)C, predict the reaction product. The product is: [CH3:38][S:37][C:36]1[NH:35][N:34]=[C:24]2[C:23]=1[CH2:22][CH2:21][C:20]1[N:19]=[C:18]([C:15]3[CH:16]=[CH:17][C:12]([C:8]4([NH2:7])[CH2:9][CH2:10][CH2:11]4)=[CH:13][CH:14]=3)[C:27]([C:28]3[CH:29]=[CH:30][CH:31]=[CH:32][CH:33]=3)=[CH:26][C:25]2=1. (4) The product is: [CH:24]1([C:6]2[C:5]([CH2:3][OH:2])=[C:10]([CH2:11][O:12][CH3:13])[N:9]=[C:8]([C:14]3[CH:15]=[CH:16][C:17]([C:20]([F:22])([F:23])[F:21])=[CH:18][CH:19]=3)[N:7]=2)[CH2:26][CH2:25]1. Given the reactants C[O:2][C:3]([C:5]1[C:6]([CH:24]2[CH2:26][CH2:25]2)=[N:7][C:8]([C:14]2[CH:19]=[CH:18][C:17]([C:20]([F:23])([F:22])[F:21])=[CH:16][CH:15]=2)=[N:9][C:10]=1[CH2:11][O:12][CH3:13])=O.CC(C[AlH]CC(C)C)C, predict the reaction product. (5) The product is: [CH3:4][C:2]([O:5][C:6]([NH:8][C@H:9]([C:14]([N:31]([CH3:30])[O:32][CH3:33])=[O:16])[C@H:10]([CH2:12][CH3:13])[CH3:11])=[O:7])([CH3:1])[CH3:3]. Given the reactants [CH3:1][C:2]([O:5][C:6]([NH:8][C@H:9]([C:14]([OH:16])=O)[C@H:10]([CH2:12][CH3:13])[CH3:11])=[O:7])([CH3:4])[CH3:3].C(N1C=CN=C1)(N1C=CN=C1)=O.Cl.[CH3:30][NH:31][O:32][CH3:33].CCN(C(C)C)C(C)C, predict the reaction product. (6) Given the reactants [Cl:1][C:2]1[CH:3]=[C:4]2[C:9](=[CH:10][C:11]=1[C:12]([OH:14])=O)[N:8]=[CH:7][N:6]=[C:5]2[NH:15][CH:16]([C:18]1[NH:22][C:21]2[CH:23]=[CH:24][C:25]([Cl:27])=[CH:26][C:20]=2[N:19]=1)[CH3:17].FC1C(OC(N(C)C)=[N+](C)C)=C(F)C(F)=C(F)C=1F.F[P-](F)(F)(F)(F)F.C(N(C(C)C)CC)(C)C.C(OC([CH:70]([NH2:77])[CH:71]1[CH2:76][CH2:75][CH2:74][CH2:73][NH:72]1)=O)(C)(C)C.FC(F)(F)C(O)=O, predict the reaction product. The product is: [Cl:1][C:2]1[CH:3]=[C:4]2[C:9](=[CH:10][C:11]=1[C:12]([N:72]1[CH2:73][CH2:74][CH2:75][CH2:76][CH:71]1[CH2:70][NH2:77])=[O:14])[N:8]=[CH:7][N:6]=[C:5]2[NH:15][CH:16]([C:18]1[NH:22][C:21]2[CH:23]=[CH:24][C:25]([Cl:27])=[CH:26][C:20]=2[N:19]=1)[CH3:17]. (7) Given the reactants Cl[C:2]1[N:7]=[C:6]([C:8]2[CH:13]=[CH:12][C:11]([N+:14]([O-:16])=[O:15])=[CH:10][CH:9]=2)[N:5]=[C:4]([N:17]2[CH2:23][CH:22]3[O:24][CH:19]([CH2:20][CH2:21]3)[CH2:18]2)[CH:3]=1.Cl.[CH:26]12[O:33][CH:30]([CH2:31][CH2:32]1)[CH2:29][NH:28][CH2:27]2.C(N(CC)CC)C.CCN(C(C)C)C(C)C, predict the reaction product. The product is: [N+:14]([C:11]1[CH:12]=[CH:13][C:8]([C:6]2[N:5]=[C:4]([N:17]3[CH2:23][CH:22]4[O:24][CH:19]([CH2:20][CH2:21]4)[CH2:18]3)[CH:3]=[C:2]([N:28]3[CH2:27][CH:26]4[O:33][CH:30]([CH2:31][CH2:32]4)[CH2:29]3)[N:7]=2)=[CH:9][CH:10]=1)([O-:16])=[O:15].